Task: Predict the reactants needed to synthesize the given product.. Dataset: Full USPTO retrosynthesis dataset with 1.9M reactions from patents (1976-2016) (1) Given the product [CH2:1]([C@H:8]1[CH2:12][O:11][C:10](=[O:13])[N:9]1[C:14](=[O:34])[C@H:15]([CH2:16][C:17]1[C:21]([CH:22]2[CH2:23][CH2:24]2)=[C:20]([CH:25]2[CH2:26][CH:27]([CH2:29][C:30]([CH3:31])([CH3:33])[CH3:32])[CH2:28]2)[O:19][N:18]=1)[CH2:47][CH:46]=[CH2:45])[C:2]1[CH:3]=[CH:4][CH:5]=[CH:6][CH:7]=1, predict the reactants needed to synthesize it. The reactants are: [CH2:1]([C@H:8]1[CH2:12][O:11][C:10](=[O:13])[N:9]1[C:14](=[O:34])[CH2:15][CH2:16][C:17]1[C:21]([CH:22]2[CH2:24][CH2:23]2)=[C:20]([CH:25]2[CH2:28][CH:27]([CH2:29][C:30]([CH3:33])([CH3:32])[CH3:31])[CH2:26]2)[O:19][N:18]=1)[C:2]1[CH:7]=[CH:6][CH:5]=[CH:4][CH:3]=1.C[Si](C)(C)[N-][Si](C)(C)C.[Na+].[CH2:45](I)[CH:46]=[CH2:47].Cl. (2) Given the product [CH2:26]([NH:33][CH2:12][CH:13]1[O:18][C:17]2[CH:19]=[C:20]([N+:23]([O-:25])=[O:24])[CH:21]=[CH:22][C:16]=2[O:15][CH2:14]1)[C:27]1[CH:32]=[CH:31][CH:30]=[CH:29][CH:28]=1, predict the reactants needed to synthesize it. The reactants are: CC1C=CC(S(O[CH2:12][CH:13]2[O:18][C:17]3[CH:19]=[C:20]([N+:23]([O-:25])=[O:24])[CH:21]=[CH:22][C:16]=3[O:15][CH2:14]2)(=O)=O)=CC=1.[CH2:26]([NH2:33])[C:27]1[CH:32]=[CH:31][CH:30]=[CH:29][CH:28]=1. (3) The reactants are: [ClH:1].[ClH:2].[NH:3]1[C:7]2[CH:8]=[CH:9][CH:10]=[CH:11][C:6]=2[N:5]=[C:4]1[CH:12]([O:26][CH:27]1[CH2:32][CH2:31][N:30]([CH3:33])[CH2:29][CH2:28]1)[C:13]1[CH:14]=[C:15]([S:19][CH2:20][CH2:21][NH:22][C:23]([NH2:25])=[NH:24])[CH:16]=[CH:17][CH:18]=1.[C:34](OC(=O)C)(=[O:36])[CH3:35]. Given the product [Cl:1][CH2:4][Cl:2].[CH3:12][OH:26].[NH3:3].[C:34]([NH:24][C:23]([NH:22][CH2:21][CH2:20][S:19][C:15]1[CH:16]=[CH:17][CH:18]=[C:13]([CH:12]([C:4]2[NH:5][C:6]3[CH:11]=[CH:10][CH:9]=[CH:8][C:7]=3[N:3]=2)[O:26][CH:27]2[CH2:28][CH2:29][N:30]([CH3:33])[CH2:31][CH2:32]2)[CH:14]=1)=[NH:25])(=[O:36])[CH3:35], predict the reactants needed to synthesize it. (4) Given the product [O:13]1[CH:9]=[CH:10][CH:11]=[CH:12]1.[CH3:5][CH2:6][O:7][CH2:8][CH3:9], predict the reactants needed to synthesize it. The reactants are: C([C:5]1(OC=CC1)[CH2:6][O:7][CH2:8][C:9]1(CCCC)[O:13][CH:12]=[CH:11][CH2:10]1)CCC.[H][H]. (5) Given the product [C:12]([O:11][C:9]([N:5]1[CH2:6][C@@H:7]([O:8][CH3:20])[C@H:3]([N:2]([CH3:16])[CH3:1])[CH2:4]1)=[O:10])([CH3:13])([CH3:15])[CH3:14], predict the reactants needed to synthesize it. The reactants are: [CH3:1][N:2]([CH3:16])[C@H:3]1[C@H:7]([OH:8])[CH2:6][N:5]([C:9]([O:11][C:12]([CH3:15])([CH3:14])[CH3:13])=[O:10])[CH2:4]1.[H-].[Na+].I[CH3:20]. (6) Given the product [CH3:1][NH:2][C:3]1[C:12]([C:13]([NH:22][CH2:21][C:20]2[CH:23]=[CH:24][CH:25]=[C:18]([C:17]([F:16])([F:26])[F:27])[CH:19]=2)=[O:15])=[CH:11][C:10]2[C:5](=[N:6][CH:7]=[CH:8][CH:9]=2)[N:4]=1, predict the reactants needed to synthesize it. The reactants are: [CH3:1][NH:2][C:3]1[C:12]([C:13]([OH:15])=O)=[CH:11][C:10]2[C:5](=[N:6][CH:7]=[CH:8][CH:9]=2)[N:4]=1.[F:16][C:17]([F:27])([F:26])[C:18]1[CH:19]=[C:20]([CH:23]=[CH:24][CH:25]=1)[CH2:21][NH2:22]. (7) Given the product [CH3:1][CH2:2][CH2:3][CH2:4][CH2:5][CH2:6][CH2:7][CH2:8][CH2:9][CH2:10][CH2:11][CH2:12][CH2:13][CH2:14][CH2:15][C:16]([O:18][CH2:19][C@@H:20]([O:33][C:34]([CH2:36][CH2:37][CH2:38][CH2:39][CH2:40][CH2:41][CH2:42]/[CH:43]=[CH:44]\[CH2:45][CH2:46][CH2:47][CH2:48][CH2:49][CH2:50][CH2:51][CH3:52])=[O:35])[CH2:21][O:22][P:23]([O:26][CH2:27][CH2:28][N+:29]([CH3:32])([CH3:31])[CH3:30])([O-:25])=[O:24])=[O:17].[CH3:53][CH2:54][CH2:55][CH2:56][CH2:57][CH2:58][CH2:59][CH2:60][CH2:61][CH2:62][CH2:63][CH2:64][CH2:65][CH2:66][CH2:67][C:68]([O:70][CH2:71][C@@H:72]([O:84][C:85]([CH2:87][CH2:88][CH2:89][CH2:90][CH2:91][CH2:92][CH2:93]/[CH:94]=[CH:95]\[CH2:96][CH2:97][CH2:98][CH2:99][CH2:100][CH2:101][CH2:102][CH3:103])=[O:86])[CH2:73][O:74][P:75]([O:78][CH2:79][CH:80]([OH:83])[CH2:81][OH:82])([OH:77])=[O:76])=[O:69], predict the reactants needed to synthesize it. The reactants are: [CH3:1][CH2:2][CH2:3][CH2:4][CH2:5][CH2:6][CH2:7][CH2:8][CH2:9][CH2:10][CH2:11][CH2:12][CH2:13][CH2:14][CH2:15][C:16]([O:18][CH2:19][C@@H:20]([O:33][C:34]([CH2:36][CH2:37][CH2:38][CH2:39][CH2:40][CH2:41][CH2:42]/[CH:43]=[CH:44]\[CH2:45][CH2:46][CH2:47][CH2:48][CH2:49][CH2:50][CH2:51][CH3:52])=[O:35])[CH2:21][O:22][P:23]([O:26][CH2:27][CH2:28][N+:29]([CH3:32])([CH3:31])[CH3:30])([O-:25])=[O:24])=[O:17].[CH3:53][CH2:54][CH2:55][CH2:56][CH2:57][CH2:58][CH2:59][CH2:60][CH2:61][CH2:62][CH2:63][CH2:64][CH2:65][CH2:66][CH2:67][C:68]([O:70][CH2:71][C@@H:72]([O:84][C:85]([CH2:87][CH2:88][CH2:89][CH2:90][CH2:91][CH2:92][CH2:93]/[CH:94]=[CH:95]\[CH2:96][CH2:97][CH2:98][CH2:99][CH2:100][CH2:101][CH2:102][CH3:103])=[O:86])[CH2:73][O:74][P:75]([O:78][CH2:79][CH:80]([OH:83])[CH2:81][OH:82])([OH:77])=[O:76])=[O:69].C1C=C([N+]([O-])=O)C2C(=NON=2)C=1NCCOP(OCC(O)CO)(O)=O.C(O)C(N)(CO)CO.C1CN2C3C(CCC2)=C2OC4C(C=C5C6C=4CCC[N+]=6CCC5)=C(C4C=CC(S(O)(=O)=O)=CC=4S([O-])(=O)=O)C2=CC=3C1. (8) Given the product [Cl:1][C:2]1[CH:3]=[C:4]([NH:5][C:37]2[C:38]3[N:30]([CH2:29][CH2:28][NH:27][C:26](=[O:25])[CH2:48][S:49]([CH3:52])(=[O:51])=[O:50])[CH:31]=[CH:32][C:33]=3[N:34]=[CH:35][N:36]=2)[CH:6]=[CH:7][C:8]=1[O:9][C:10]1[CH:15]=[CH:14][CH:13]=[C:12]([O:16][CH2:17][CH:18]([CH3:20])[CH3:19])[CH:11]=1, predict the reactants needed to synthesize it. The reactants are: [Cl:1][C:2]1[CH:3]=[C:4]([CH:6]=[CH:7][C:8]=1[O:9][C:10]1[CH:15]=[CH:14][CH:13]=[C:12]([O:16][CH2:17][CH:18]([CH3:20])[CH3:19])[CH:11]=1)[NH2:5].C([O:25][C:26](=O)[NH:27][CH2:28][CH2:29][N:30]1[C:38]2[C:37](Cl)=[N:36][CH:35]=[N:34][C:33]=2[CH:32]=[CH:31]1)(C)(C)C.Cl.C(OCC)(=O)C.[CH3:48][S:49]([CH2:52]C(O)=O)(=[O:51])=[O:50].Cl.C(N=C=NCCCN(C)C)C.ON1C2C=CC=CC=2N=N1. (9) Given the product [ClH:1].[Cl:1][C:2]1[CH:3]=[C:4]([C:12]2[O:16][N:15]=[C:14]([C:17]3[C:18]([CH3:31])=[C:19]4[C:24](=[CH:25][CH:26]=3)[CH2:23][N:22]([CH2:27][C:28]([NH:65][CH:66]([CH2:69][OH:70])[CH2:67][OH:68])=[O:30])[CH2:21][CH2:20]4)[N:13]=2)[CH:5]=[CH:6][C:7]=1[O:8][CH:9]([CH3:10])[CH3:11], predict the reactants needed to synthesize it. The reactants are: [Cl:1][C:2]1[CH:3]=[C:4]([C:12]2[O:16][N:15]=[C:14]([C:17]3[C:18]([CH3:31])=[C:19]4[C:24](=[CH:25][CH:26]=3)[CH2:23][N:22]([CH2:27][C:28]([OH:30])=O)[CH2:21][CH2:20]4)[N:13]=2)[CH:5]=[CH:6][C:7]=1[O:8][CH:9]([CH3:11])[CH3:10].CCN(C(C)C)C(C)C.CN(C(ON1N=NC2C=CC=NC1=2)=[N+](C)C)C.F[P-](F)(F)(F)(F)F.[NH2:65][CH:66]([CH2:69][OH:70])[CH2:67][OH:68].